Dataset: Forward reaction prediction with 1.9M reactions from USPTO patents (1976-2016). Task: Predict the product of the given reaction. (1) The product is: [CH:18]1([C:17]2[O:16][N:15]=[C:14]3[C:23](=[O:25])[NH:9][C:10](=[O:11])[NH:12][C:13]=23)[CH2:19][CH2:20][CH2:21][CH2:22]1. Given the reactants C([NH:9][C:10]([NH:12][C:13]1[C:14]([C:23]([O:25]CC)=O)=[N:15][O:16][C:17]=1[CH:18]1[CH2:22][CH2:21][CH2:20][CH2:19]1)=[O:11])(=O)C1C=CC=CC=1.C(=O)([O-])[O-].[K+].[K+], predict the reaction product. (2) Given the reactants Cl[C:2]([O:4][C:5]1[CH:10]=[CH:9][CH:8]=[CH:7][CH:6]=1)=[O:3].[NH2:11][C:12]1([C:36]2[C:37]([O:42][CH2:43][CH3:44])=[N:38][CH:39]=[CH:40][CH:41]=2)[C:20]2[C:15](=[CH:16][CH:17]=[C:18]([Cl:21])[CH:19]=2)[N:14]([S:22]([C:25]2[CH:30]=[CH:29][C:28]([O:31][CH3:32])=[CH:27][C:26]=2[O:33][CH3:34])(=[O:24])=[O:23])[C:13]1=[O:35], predict the reaction product. The product is: [C:5]1([O:4][C:2](=[O:3])[NH:11][C:12]2([C:36]3[C:37]([O:42][CH2:43][CH3:44])=[N:38][CH:39]=[CH:40][CH:41]=3)[C:20]3[C:15](=[CH:16][CH:17]=[C:18]([Cl:21])[CH:19]=3)[N:14]([S:22]([C:25]3[CH:30]=[CH:29][C:28]([O:31][CH3:32])=[CH:27][C:26]=3[O:33][CH3:34])(=[O:24])=[O:23])[C:13]2=[O:35])[CH:10]=[CH:9][CH:8]=[CH:7][CH:6]=1. (3) Given the reactants [N:1]1[C:13]2[C:12]3[CH:11]=[CH:10][CH:9]=[CH:8][C:7]=3[NH:6][C:5]=2[N:4]=[C:3]([SH:14])[N:2]=1.I[CH2:16][CH2:17][CH2:18][CH3:19], predict the reaction product. The product is: [CH2:16]([S:14][C:3]1[N:2]=[N:1][C:13]2[C:12]3[CH:11]=[CH:10][CH:9]=[CH:8][C:7]=3[NH:6][C:5]=2[N:4]=1)[CH2:17][CH2:18][CH3:19]. (4) The product is: [CH3:22][O:23][C:24](=[O:29])[CH2:25][CH2:26][CH2:27][N:17]1[CH2:16][CH2:15][N:14]([C:11]2[CH:10]=[CH:9][C:8]([O:7][C:6]3[CH:20]=[CH:21][C:3]([I:2])=[CH:4][CH:5]=3)=[CH:13][CH:12]=2)[CH2:19][CH2:18]1. Given the reactants Cl.[I:2][C:3]1[CH:21]=[CH:20][C:6]([O:7][C:8]2[CH:13]=[CH:12][C:11]([N:14]3[CH2:19][CH2:18][NH:17][CH2:16][CH2:15]3)=[CH:10][CH:9]=2)=[CH:5][CH:4]=1.[CH3:22][O:23][C:24](=[O:29])[CH2:25][CH2:26][CH2:27]Br, predict the reaction product.